Dataset: Full USPTO retrosynthesis dataset with 1.9M reactions from patents (1976-2016). Task: Predict the reactants needed to synthesize the given product. (1) Given the product [O:1]1[C:8]2[CH:7]=[C:6]([C:9]([O:11][CH2:16][O:15][C:12](=[O:14])[CH3:13])=[O:10])[NH:5][C:4]=2[CH:3]=[CH:2]1, predict the reactants needed to synthesize it. The reactants are: [O:1]1[C:8]2[CH:7]=[C:6]([C:9]([OH:11])=[O:10])[NH:5][C:4]=2[CH:3]=[CH:2]1.[C:12]([O:15][CH2:16]Cl)(=[O:14])[CH3:13]. (2) Given the product [Br:8][C:9]1[CH:10]=[C:11]2[C:12]3([O:4][N:3]([CH3:2])[C:26]([NH2:27])=[N:25]3)[CH2:13][CH:14]([CH:19]3[CH2:20][CH2:21][O:22][CH2:23][CH2:24]3)[O:6][C:5]2=[CH:17][CH:18]=1, predict the reactants needed to synthesize it. The reactants are: Cl.[CH3:2][NH:3][OH:4].[CH3:5][O-:6].[Na+].[Br:8][C:9]1[CH:10]=[C:11]2C(=[CH:17][CH:18]=1)O[CH:14]([CH:19]1[CH2:24][CH2:23][O:22][CH2:21][CH2:20]1)[CH2:13]/[C:12]/2=[N:25]\[C:26]#[N:27]. (3) Given the product [CH3:1][N:2]([CH3:19])[C:3]1[CH:8]=[C:7]2[C:6](=[CH:5][C:4]=1[C:15]([F:18])([F:17])[F:16])[NH:12][CH:10]=[CH:9]2, predict the reactants needed to synthesize it. The reactants are: [CH3:1][N:2]([CH3:19])[C:3]1[C:4]([C:15]([F:18])([F:17])[F:16])=[CH:5][C:6]([N+:12]([O-])=O)=[C:7]([CH2:9][C:10]#N)[CH:8]=1.C(O)C.C(O)(=O)C. (4) Given the product [C:1]([Si:5]([CH3:42])([CH3:41])[O:6][CH2:7][CH2:8][N:9]([CH2:21][C:22]1[CH:27]=[CH:26][C:25]([S:28]([N:31]2[CH:35]=[CH:34][C:33](/[CH:36]=[CH:37]/[C:38]([NH:63][O:62][CH:57]3[CH2:58][CH2:59][CH2:60][CH2:61][O:56]3)=[O:39])=[CH:32]2)(=[O:29])=[O:30])=[CH:24][CH:23]=1)[CH2:10][CH2:11][C:12]1[C:20]2[C:15](=[CH:16][CH:17]=[CH:18][CH:19]=2)[NH:14][CH:13]=1)([CH3:3])([CH3:2])[CH3:4], predict the reactants needed to synthesize it. The reactants are: [C:1]([Si:5]([CH3:42])([CH3:41])[O:6][CH2:7][CH2:8][N:9]([CH2:21][C:22]1[CH:27]=[CH:26][C:25]([S:28]([N:31]2[CH:35]=[CH:34][C:33](/[CH:36]=[CH:37]/[C:38](O)=[O:39])=[CH:32]2)(=[O:30])=[O:29])=[CH:24][CH:23]=1)[CH2:10][CH2:11][C:12]1[C:20]2[C:15](=[CH:16][CH:17]=[CH:18][CH:19]=2)[NH:14][CH:13]=1)([CH3:4])([CH3:3])[CH3:2].CCN=C=NCCCN(C)C.Cl.Cl.[O:56]1[CH2:61][CH2:60][CH2:59][CH2:58][CH:57]1[O:62][NH2:63]. (5) Given the product [CH2:33]([N:35]([C:44]1[CH:49]=[C:48]([O:50][CH3:51])[CH:47]=[CH:46][C:45]=1[CH:52]1[CH2:61][CH2:60][C:59]2[C:54](=[CH:55][CH:56]=[C:57]([O:62][CH3:63])[CH:58]=2)[CH2:53]1)[CH2:36][CH2:37][N:38]1[CH2:39][CH2:40][CH2:41][CH2:42]1)[CH3:34], predict the reactants needed to synthesize it. The reactants are: ClCC(N(CC)C1C=C(OC)C=CC=1C1CCC2C(=CC=C(OC)C=2)C1)=O.N1CCCC1.[CH2:33]([N:35]([C:44]1[CH:49]=[C:48]([O:50][CH3:51])[CH:47]=[CH:46][C:45]=1[CH:52]1[CH2:61][CH2:60][C:59]2[C:54](=[CH:55][CH:56]=[C:57]([O:62][CH3:63])[CH:58]=2)[CH2:53]1)[C:36](=O)[CH2:37][N:38]1[CH2:42][CH2:41][CH2:40][CH2:39]1)[CH3:34]. (6) Given the product [CH3:1][O:2][C:3]([C:5]1[CH:6]=[CH:7][C:8]([N+:15]([O-:17])=[O:16])=[C:9]2[O:13][CH:12]=[CH:11][C:10]=12)=[O:4], predict the reactants needed to synthesize it. The reactants are: [CH3:1][O:2][C:3]([C:5]1[CH:6]=[CH:7][C:8]([N+:15]([O-:17])=[O:16])=[C:9]2[O:13][CH:12](O)[CH2:11][C:10]=12)=[O:4]. (7) Given the product [C:14]([N:17]1[C:26]2[C:21](=[CH:22][C:23]([N:4]3[CH2:5][CH2:6][N:1]([C:7]([O:9][C:10]([CH3:13])([CH3:12])[CH3:11])=[O:8])[CH2:2][CH2:3]3)=[CH:24][CH:25]=2)[C@H:20]([NH:28][C:29]([O:30][CH2:31][C:32]2[CH:37]=[CH:36][CH:35]=[CH:34][CH:33]=2)=[O:38])[C@@H:19]([CH3:39])[C@@H:18]1[CH3:40])(=[O:16])[CH3:15], predict the reactants needed to synthesize it. The reactants are: [N:1]1([C:7]([O:9][C:10]([CH3:13])([CH3:12])[CH3:11])=[O:8])[CH2:6][CH2:5][NH:4][CH2:3][CH2:2]1.[C:14]([N:17]1[C:26]2[C:21](=[CH:22][C:23](Br)=[CH:24][CH:25]=2)[C@H:20]([NH:28][C:29](=[O:38])[O:30][CH2:31][C:32]2[CH:37]=[CH:36][CH:35]=[CH:34][CH:33]=2)[C@@H:19]([CH3:39])[C@@H:18]1[CH3:40])(=[O:16])[CH3:15].CC(C)([O-])C.[Na+].CN(C1C(C2C(P(C3CCCCC3)C3CCCCC3)=CC=CC=2)=CC=CC=1)C. (8) Given the product [CH2:1]([O:3][C:4](=[O:18])[CH:5]([O:15][CH2:16][CH3:17])[CH2:6][C:7]1[CH:12]=[CH:11][C:10]([O:13][CH2:34][C:32]2[N:33]=[C:29]([C:26]3[CH:27]=[CH:28][C:23]([C:19]([CH3:22])([CH3:21])[CH3:20])=[CH:24][CH:25]=3)[S:30][CH:31]=2)=[CH:9][C:8]=1[CH3:14])[CH3:2], predict the reactants needed to synthesize it. The reactants are: [CH2:1]([O:3][C:4](=[O:18])[CH:5]([O:15][CH2:16][CH3:17])[CH2:6][C:7]1[CH:12]=[CH:11][C:10]([OH:13])=[CH:9][C:8]=1[CH3:14])[CH3:2].[C:19]([C:23]1[CH:28]=[CH:27][C:26]([C:29]2[S:30][CH:31]=[C:32]([CH2:34]Cl)[N:33]=2)=[CH:25][CH:24]=1)([CH3:22])([CH3:21])[CH3:20].C(=O)([O-])[O-].[Cs+].[Cs+].[I-].[K+]. (9) Given the product [Br:20][C:17]1[CH:18]=[CH:19][C:14]([C:13]2[CH:27]=[CH:28][C:10]([C:21]3[CH:22]=[N:23][CH:24]=[CH:25][CH:26]=3)=[N:9][C:8]=2[C:5]2[CH:6]=[CH:7][C:2]([Br:1])=[CH:3][CH:4]=2)=[CH:15][CH:16]=1, predict the reactants needed to synthesize it. The reactants are: [Br:1][C:2]1[CH:7]=[CH:6][C:5]([C:8]2[N:9]=[C:10]([C:21]3[CH:22]=[N:23][CH:24]=[CH:25][CH:26]=3)N=N[C:13]=2[C:14]2[CH:19]=[CH:18][C:17]([Br:20])=[CH:16][CH:15]=2)=[CH:4][CH:3]=1.[C:27]1(C)C=CC(C)=C[CH:28]=1.C12CC(C=C1)C=C2.O.